This data is from Full USPTO retrosynthesis dataset with 1.9M reactions from patents (1976-2016). The task is: Predict the reactants needed to synthesize the given product. (1) Given the product [NH2:18][C:16]1[NH:15][N:14]=[C:13]([NH:12][C:5]2[CH:6]=[C:7]([C:8]([F:11])([F:10])[F:9])[C:2]([C:52]3[CH:53]=[CH:54][C:49]([O:48][CH3:47])=[C:50]([S:64]([NH2:67])(=[O:66])=[O:65])[CH:51]=3)=[C:3]([Cl:19])[CH:4]=2)[N:17]=1, predict the reactants needed to synthesize it. The reactants are: Br[C:2]1[C:7]([C:8]([F:11])([F:10])[F:9])=[CH:6][C:5]([NH:12][C:13]2[N:17]=[C:16]([NH2:18])[NH:15][N:14]=2)=[CH:4][C:3]=1[Cl:19].CN1C(C)(C)CC(SC2C=CC(B3OC(C)(C)C(C)(C)O3)=CC=2)CC1(C)C.[CH3:47][O:48][C:49]1[CH:54]=[CH:53][C:52](B2OC(C)(C)C(C)(C)O2)=[CH:51][C:50]=1[S:64]([NH2:67])(=[O:66])=[O:65].C([O-])([O-])=O.[K+].[K+]. (2) The reactants are: [Cl:1][C:2]1[CH:7]=[CH:6][C:5]([CH3:8])=[CH:4][C:3]=1[OH:9].[OH-].[Na+].[CH3:12]I. Given the product [Cl:1][C:2]1[CH:7]=[CH:6][C:5]([CH3:8])=[CH:4][C:3]=1[O:9][CH3:12], predict the reactants needed to synthesize it. (3) Given the product [F:1][C:2]1[C:37]([CH3:38])=[CH:36][C:5]([CH2:6][C@H:7]([CH2:23][CH2:24][CH2:25][CH2:26][NH:27][CH2:28][C:29]2[CH:34]=[CH:33][C:32]([F:35])=[CH:31][CH:30]=2)[C:8]([NH:10][OH:47])=[O:9])=[CH:4][C:3]=1[CH3:39], predict the reactants needed to synthesize it. The reactants are: [F:1][C:2]1[C:37]([CH3:38])=[CH:36][C:5]([CH2:6][C@H:7]([CH2:23][CH2:24][CH2:25][CH2:26][NH:27][CH2:28][C:29]2[CH:34]=[CH:33][C:32]([F:35])=[CH:31][CH:30]=2)[C:8]([N:10]2[C@H](CC3C=CC=CC=3)COC2=O)=[O:9])=[CH:4][C:3]=1[CH3:39].[C-]#N.[K+].Cl.C1C[O:47]CC1.CO. (4) Given the product [Cl:21][C:6]1[CH:7]=[CH:8][C:9]2[CH2:10][NH:11][CH2:12][CH:13]([CH2:14][CH2:15][C:16]([F:19])([F:18])[F:17])[O:20][C:4]=2[N:5]=1, predict the reactants needed to synthesize it. The reactants are: [H-].[Na+].Cl[C:4]1[C:9]([CH2:10][NH:11][CH2:12][CH:13]([OH:20])[CH2:14][CH2:15][C:16]([F:19])([F:18])[F:17])=[CH:8][CH:7]=[C:6]([Cl:21])[N:5]=1. (5) The reactants are: [N+:1]([C:4]1[CH:5]=[C:6]([CH2:10][S:11](Cl)(=[O:13])=[O:12])[CH:7]=[CH:8][CH:9]=1)([O-:3])=[O:2].[NH3:15]. Given the product [N+:1]([C:4]1[CH:5]=[C:6]([CH2:10][S:11]([NH2:15])(=[O:13])=[O:12])[CH:7]=[CH:8][CH:9]=1)([O-:3])=[O:2], predict the reactants needed to synthesize it. (6) Given the product [C:20]([C:15]1[CH:16]=[CH:17][CH:18]=[CH:19][C:14]=1[CH2:13][N:11]1[CH:12]=[C:8]([C:6]2[CH:5]=[CH:4][N:3]=[C:2]([NH:38][C@H:31]([C:32]3[CH:37]=[CH:36][CH:35]=[CH:34][CH:33]=3)[CH3:30])[CH:7]=2)[N:9]([C:23]2[CH:28]=[CH:27][C:26]([F:29])=[CH:25][CH:24]=2)[C:10]1=[O:22])#[N:21], predict the reactants needed to synthesize it. The reactants are: Cl[C:2]1[CH:7]=[C:6]([C:8]2[N:9]([C:23]3[CH:28]=[CH:27][C:26]([F:29])=[CH:25][CH:24]=3)[C:10](=[O:22])[N:11]([CH2:13][C:14]3[CH:19]=[CH:18][CH:17]=[CH:16][C:15]=3[C:20]#[N:21])[CH:12]=2)[CH:5]=[CH:4][N:3]=1.[CH3:30][C@H:31]([NH2:38])[C:32]1[CH:37]=[CH:36][CH:35]=[CH:34][CH:33]=1.CC(C)([O-])C.[Na+].C(OCC)(=O)C. (7) Given the product [F:41][C:21]([F:20])([F:40])[C:22]1[C:30]2[N:29]=[C:28]([CH2:31][CH2:32][CH2:33][N:34]([CH3:35])[CH2:17][CH2:16][C:2]3([OH:1])[CH2:7][CH:6]4[CH2:8][CH2:9][CH:3]3[CH:4]=[C:5]4[C:10]3[CH:15]=[CH:14][CH:13]=[CH:12][CH:11]=3)[NH:27][C:26]=2[CH:25]=[C:24]([C:36]([F:37])([F:38])[F:39])[CH:23]=1, predict the reactants needed to synthesize it. The reactants are: [OH:1][C:2]1([CH2:16][C:17](O)=O)[CH2:7][CH:6]2[CH2:8][CH2:9][CH:3]1[CH:4]=[C:5]2[C:10]1[CH:15]=[CH:14][CH:13]=[CH:12][CH:11]=1.[F:20][C:21]([F:41])([F:40])[C:22]1[C:30]2[N:29]=[C:28]([CH2:31][CH2:32][CH2:33][NH:34][CH3:35])[NH:27][C:26]=2[CH:25]=[C:24]([C:36]([F:39])([F:38])[F:37])[CH:23]=1. (8) Given the product [Br:1][C:2]1[CH:3]=[C:4]([NH:5][C:30]([C:32]2[CH:40]=[CH:39][C:35]([C:36]([O:38][CH3:13])=[O:37])=[CH:34][CH:33]=2)=[O:31])[CH:6]=[C:7]([Br:12])[C:8]=1[O:9][CH2:10][CH3:11], predict the reactants needed to synthesize it. The reactants are: [Br:1][C:2]1[CH:3]=[C:4]([CH:6]=[C:7]([Br:12])[C:8]=1[O:9][CH2:10][CH3:11])[NH2:5].[CH2:13](N(CC)CC)C.ClC1C=C(N[C:30]([C:32]2[CH:40]=[CH:39][C:35]([C:36]([OH:38])=[O:37])=[CH:34][CH:33]=2)=[O:31])C=C(Cl)C=1O. (9) Given the product [F:21][C:22]1[CH:30]=[C:29]2[C:25]([C:26]([C:40]3[CH:54]=[CH:53][C:43]4[NH:44][C:45]([CH2:47][CH2:48][S:49]([CH3:52])(=[O:51])=[O:50])=[N:46][C:42]=4[CH:41]=3)=[CH:27][NH:28]2)=[CH:24][CH:23]=1, predict the reactants needed to synthesize it. The reactants are: FC1C=C2C(C(I)=CN2S(C2C=CC=CC=2)(=O)=O)=CC=1.[F:21][C:22]1[CH:30]=[C:29]2[C:25]([C:26]([C:40]3[CH:54]=[CH:53][C:43]4[NH:44][C:45]([CH2:47][CH2:48][S:49]([CH3:52])(=[O:51])=[O:50])=[N:46][C:42]=4[CH:41]=3)=[CH:27][N:28]2S(C2C=CC=CC=2)(=O)=O)=[CH:24][CH:23]=1. (10) Given the product [NH2:1][C:4]1[N:9]=[CH:8][C:7]([N:10]2[CH:11]3[CH2:17][CH2:16][CH:15]2[CH2:14][N:13]([C:18]([O:20][C:21]([CH3:24])([CH3:23])[CH3:22])=[O:19])[CH2:12]3)=[CH:6][CH:5]=1, predict the reactants needed to synthesize it. The reactants are: [N+:1]([C:4]1[N:9]=[CH:8][C:7]([N:10]2[CH:15]3[CH2:16][CH2:17][CH:11]2[CH2:12][N:13]([C:18]([O:20][C:21]([CH3:24])([CH3:23])[CH3:22])=[O:19])[CH2:14]3)=[CH:6][CH:5]=1)([O-])=O.[H][H].